The task is: Predict the reactants needed to synthesize the given product.. This data is from Full USPTO retrosynthesis dataset with 1.9M reactions from patents (1976-2016). (1) Given the product [F:25][C:22]1[CH:23]=[C:24]2[C:19](=[CH:20][CH:21]=1)[NH:18][CH:17]=[C:16]2[CH2:15][CH2:14][CH2:13][CH2:12][N:29]1[CH2:30][CH2:31][N:26]([C:32]2[N:37]=[C:36]([C:38]([F:41])([F:39])[F:40])[CH:35]=[CH:34][N:33]=2)[CH2:27][CH2:28]1, predict the reactants needed to synthesize it. The reactants are: CC1C=CC(S(O[CH2:12][CH2:13][CH2:14][CH2:15][C:16]2[C:24]3[C:19](=[CH:20][CH:21]=[C:22]([F:25])[CH:23]=3)[NH:18][CH:17]=2)(=O)=O)=CC=1.[N:26]1([C:32]2[N:37]=[C:36]([C:38]([F:41])([F:40])[F:39])[CH:35]=[CH:34][N:33]=2)[CH2:31][CH2:30][NH:29][CH2:28][CH2:27]1.C(=O)([O-])[O-].[K+].[K+].[I-].[K+]. (2) The reactants are: CO.C1(S([N:12]2[C:20]3[C:15](=[CH:16][C:17]([C:21]#[C:22][CH2:23][OH:24])=[CH:18][CH:19]=3)[C:14](/[CH:25]=[CH:26]/[C:27]3[CH:28]=[N:29][CH:30]=[CH:31][CH:32]=3)=[N:13]2)(=O)=O)C=CC=CC=1.[OH-].[Na+].C(OCC)(=O)C. Given the product [OH:24][CH2:23][C:22]#[C:21][C:17]1[CH:16]=[C:15]2[C:20](=[CH:19][CH:18]=1)[NH:12][N:13]=[C:14]2/[CH:25]=[CH:26]/[C:27]1[CH:28]=[N:29][CH:30]=[CH:31][CH:32]=1, predict the reactants needed to synthesize it. (3) Given the product [CH3:1][NH:2][CH2:4][C@@H:5]([C:7]1[S:8][CH:9]=[C:10]([CH3:12])[N:11]=1)[OH:6], predict the reactants needed to synthesize it. The reactants are: [CH3:1][NH2:2].Cl[CH2:4][C@@H:5]([C:7]1[S:8][CH:9]=[C:10]([CH3:12])[N:11]=1)[OH:6].